Dataset: Forward reaction prediction with 1.9M reactions from USPTO patents (1976-2016). Task: Predict the product of the given reaction. (1) Given the reactants [N+:1]([C:4]1[CH:49]=[CH:48][C:7]([C:8]([O:10][C@H:11]2[C:15]3[N:16]=[CH:17][N:18]=[C:19]([N:20]4[C:40]5[C:35](=[C:36]([CH2:42][NH:43][CH:44]([CH3:46])[CH3:45])[C:37]([Cl:41])=[CH:38][CH:39]=5)[C:22]5([CH2:27][CH2:26][N:25](CC6C=CC=CC=6)[CH2:24][CH2:23]5)[CH2:21]4)[C:14]=3[C@H:13]([CH3:47])[CH2:12]2)=[O:9])=[CH:6][CH:5]=1)([O-:3])=[O:2].C(Cl)(=O)OC(Cl)C, predict the reaction product. The product is: [N+:1]([C:4]1[CH:5]=[CH:6][C:7]([C:8]([O:10][C@H:11]2[C:15]3[N:16]=[CH:17][N:18]=[C:19]([N:20]4[C:40]5[C:35](=[C:36]([CH2:42][NH:43][CH:44]([CH3:46])[CH3:45])[C:37]([Cl:41])=[CH:38][CH:39]=5)[C:22]5([CH2:23][CH2:24][NH:25][CH2:26][CH2:27]5)[CH2:21]4)[C:14]=3[C@H:13]([CH3:47])[CH2:12]2)=[O:9])=[CH:48][CH:49]=1)([O-:3])=[O:2]. (2) Given the reactants N(C(OC(C)C)=O)=NC(OC(C)C)=O.[Cl:15][C:16]1[CH:21]=[CH:20][C:19]([N:22]2[C:26]3[CH:27]=[CH:28][CH:29]=[CH:30][C:25]=3[NH:24][S:23]2(=[O:32])=[O:31])=[CH:18][CH:17]=1.[Br:33][CH2:34][CH2:35]O.C1(P(C2C=CC=CC=2)C2C=CC=CC=2)C=CC=CC=1, predict the reaction product. The product is: [Br:33][CH2:34][CH2:35][N:24]1[C:25]2[CH:30]=[CH:29][CH:28]=[CH:27][C:26]=2[N:22]([C:19]2[CH:20]=[CH:21][C:16]([Cl:15])=[CH:17][CH:18]=2)[S:23]1(=[O:31])=[O:32]. (3) Given the reactants [C:1]([O:4][CH2:5][C@:6]1([CH2:27][O:28][CH2:29][C:30]2[CH:35]=[CH:34][CH:33]=[CH:32][CH:31]=2)[O:14][CH:9](OC(=O)C)[C@H:8]([O:15][C:16](=[O:18])[CH3:17])[C@@H:7]1[O:19][CH2:20][C:21]1[CH:26]=[CH:25][CH:24]=[CH:23][CH:22]=1)(=[O:3])[CH3:2].[C:36]([NH:44][C:45]1[N:53]=[CH:52][N:51]=[C:50]2[C:46]=1[NH:47][CH:48]=[N:49]2)(=[O:43])[C:37]1[CH:42]=[CH:41][CH:40]=[CH:39][CH:38]=1.C/C(/O[Si](C)(C)C)=N\[Si](C)(C)C.O([Si](C)(C)C)S(C(F)(F)F)(=O)=O, predict the reaction product. The product is: [C:16]([O:15][C@@H:8]1[C@H:7]([O:19][CH2:20][C:21]2[CH:26]=[CH:25][CH:24]=[CH:23][CH:22]=2)[C@@:6]([CH2:5][O:4][C:1](=[O:3])[CH3:2])([CH2:27][O:28][CH2:29][C:30]2[CH:35]=[CH:34][CH:33]=[CH:32][CH:31]=2)[O:14][C@H:9]1[N:49]1[CH:48]=[N:47][C:46]2[C:50]1=[N:51][CH:52]=[N:53][C:45]=2[NH:44][C:36](=[O:43])[C:37]1[CH:42]=[CH:41][CH:40]=[CH:39][CH:38]=1)(=[O:18])[CH3:17]. (4) Given the reactants Br[CH2:2][C:3]1[CH:8]=[CH:7][C:6]([C:9]([OH:18])([C:14]([F:17])([F:16])[F:15])[C:10]([F:13])([F:12])[F:11])=[CH:5][CH:4]=1.[NH:19]1[CH2:24][CH2:23][CH:22]([N:25]2[C:33]3[C:28](=[CH:29][C:30]([NH2:34])=[CH:31][CH:32]=3)[CH:27]=[CH:26]2)[CH2:21][CH2:20]1.C(=O)([O-])[O-].[K+].[K+], predict the reaction product. The product is: [NH2:34][C:30]1[CH:29]=[C:28]2[C:33](=[CH:32][CH:31]=1)[N:25]([CH:22]1[CH2:23][CH2:24][N:19]([CH2:2][C:3]3[CH:8]=[CH:7][C:6]([C:9]([OH:18])([C:14]([F:17])([F:16])[F:15])[C:10]([F:13])([F:12])[F:11])=[CH:5][CH:4]=3)[CH2:20][CH2:21]1)[CH:26]=[CH:27]2. (5) The product is: [C:1]([O:5][CH2:6][CH2:7][CH2:8][CH2:9][CH2:10][CH2:11][O:12][C:13]1[CH:14]=[CH:15][C:16]([C:17]([OH:19])=[O:18])=[CH:20][CH:21]=1)(=[O:4])[CH:2]=[CH2:3].[C:22]([C:24]1[CH:29]=[CH:28][C:27]([OH:30])=[CH:26][CH:25]=1)#[N:23]. Given the reactants [C:1]([O:5][CH2:6][CH2:7][CH2:8][CH2:9][CH2:10][CH2:11][O:12][C:13]1[CH:21]=[CH:20][C:16]([C:17]([OH:19])=[O:18])=[CH:15][CH:14]=1)(=[O:4])[CH:2]=[CH2:3].[C:22]([C:24]1[CH:29]=[CH:28][C:27]([OH:30])=[CH:26][CH:25]=1)#[N:23], predict the reaction product. (6) The product is: [F:1][C:2]1[CH:3]=[C:4]2[C:11]([I:21])=[N:10][NH:9][C:5]2=[N:6][C:7]=1[CH3:8]. Given the reactants [F:1][C:2]1[CH:3]=[C:4]2[C:11](N)=[N:10][NH:9][C:5]2=[N:6][C:7]=1[CH3:8].N(OCCC(C)C)=O.[I-:21].[Na+], predict the reaction product. (7) Given the reactants [CH:1]1([CH2:6][OH:7])[CH2:5][CH2:4][CH2:3][CH2:2]1.[CH3:8][C:9]1[CH:14]=[CH:13][C:12]([S:15](Cl)(=[O:17])=[O:16])=[CH:11][CH:10]=1, predict the reaction product. The product is: [CH3:8][C:9]1[CH:14]=[CH:13][C:12]([S:15]([O:7][CH2:6][CH:1]2[CH2:5][CH2:4][CH2:3][CH2:2]2)(=[O:17])=[O:16])=[CH:11][CH:10]=1.